Dataset: Cav3 T-type calcium channel HTS with 100,875 compounds. Task: Binary Classification. Given a drug SMILES string, predict its activity (active/inactive) in a high-throughput screening assay against a specified biological target. (1) The molecule is O1N=C(C2C1C(=O)N(C2=O)c1c(c(ccc1)C)C)c1cc(OC)c(OC)cc1. The result is 0 (inactive). (2) The molecule is O=C(N1CC(CCC1)C)CC(c1c(OC)cc(OC)cc1O)c1ccc(OC)cc1. The result is 0 (inactive). (3) The molecule is O=C1N(C(=O)C2C1C1CC2C=C1)CCc1cc(OC)c(OC)cc1. The result is 0 (inactive). (4) The drug is S(=O)(=O)(N1CCOCC1)c1c(ccc(c1)C(=O)Nc1ccc(cc1)C(OCC)=O)C. The result is 0 (inactive). (5) The compound is O(Cc1ccccc1)C(=O)c1c(cccc1)C(O)=O. The result is 0 (inactive). (6) The molecule is Clc1ccc(c2nc(sc2)N2CCN(CC2)C(=O)Cc2sccc2)cc1. The result is 0 (inactive). (7) The compound is O(c1cc2CCCCc2cc1NC(=O)c1cccnc1)C. The result is 0 (inactive). (8) The molecule is s1nnc(C(=O)N(C2CC2)C(C(=O)NC(CC)(C)C)c2ccccc2)c1. The result is 0 (inactive).